From a dataset of Peptide-MHC class I binding affinity with 185,985 pairs from IEDB/IMGT. Regression. Given a peptide amino acid sequence and an MHC pseudo amino acid sequence, predict their binding affinity value. This is MHC class I binding data. (1) The peptide sequence is QIFEVYWYL. The MHC is HLA-B53:01 with pseudo-sequence HLA-B53:01. The binding affinity (normalized) is 0.330. (2) The peptide sequence is RRAARAEYL. The MHC is HLA-A68:01 with pseudo-sequence HLA-A68:01. The binding affinity (normalized) is 0. (3) The peptide sequence is WPALSSIAA. The MHC is HLA-A02:01 with pseudo-sequence HLA-A02:01. The binding affinity (normalized) is 0.0847.